Task: Predict which catalyst facilitates the given reaction.. Dataset: Catalyst prediction with 721,799 reactions and 888 catalyst types from USPTO (1) Reactant: F[C:2]1[CH:3]=[CH:4][C:5]([N+:9]([O-:11])=[O:10])=[C:6]([CH:8]=1)[NH2:7].[OH:12][CH2:13][C@@H:14]([NH:16][C:17](=[O:23])[O:18][C:19]([CH3:22])([CH3:21])[CH3:20])[CH3:15].[H-].[Na+]. Product: [NH2:7][C:6]1[CH:8]=[C:2]([CH:3]=[CH:4][C:5]=1[N+:9]([O-:11])=[O:10])[O:12][CH2:13][C@@H:14]([NH:16][C:17](=[O:23])[O:18][C:19]([CH3:22])([CH3:21])[CH3:20])[CH3:15]. The catalyst class is: 39. (2) Reactant: [CH2:1]([OH:6])[CH2:2][C@H:3]([OH:5])[CH3:4].[C:7]([Si:11](Cl)([CH3:13])[CH3:12])([CH3:10])([CH3:9])[CH3:8].C(N(CC)CC)C. Product: [Si:11]([O:6][CH2:1][CH2:2][C@H:3]([OH:5])[CH3:4])([C:7]([CH3:10])([CH3:9])[CH3:8])([CH3:13])[CH3:12]. The catalyst class is: 119. (3) Reactant: [CH3:1][O:2][C:3]1[CH:4]=[C:5]2[C:9](=[CH:10][CH:11]=1)[NH:8][CH:7]=[CH:6]2.C([Mg]Br)C.Cl[C:17]([O:19][CH2:20][CH3:21])=[O:18]. Product: [CH2:20]([O:19][C:17]([C:6]1[C:5]2[C:9](=[CH:10][CH:11]=[C:3]([O:2][CH3:1])[CH:4]=2)[NH:8][CH:7]=1)=[O:18])[CH3:21]. The catalyst class is: 27.